From a dataset of Reaction yield outcomes from USPTO patents with 853,638 reactions. Predict the reaction yield, written as a fraction of the theoretical maximum amount of product (1.0 means a 100% yield; for example, 0.34 means a 34% yield). (1) The reactants are [C:1](Cl)(=[O:4])[CH2:2][CH3:3].[NH2:6][C:7]1[C:15]2[C:10](=[N:11][CH:12]=[C:13]([Br:30])[C:14]=2[N:16]2[CH2:21][CH2:20][CH2:19][C@@H:18]([NH:22][C:23](=[O:29])[O:24][C:25]([CH3:28])([CH3:27])[CH3:26])[CH2:17]2)[NH:9][CH:8]=1.[Li+].[OH-]. The catalyst is CN1C(=O)CCC1.C(Cl)Cl.O.N1C=CC=CC=1. The product is [Br:30][C:13]1[C:14]([N:16]2[CH2:21][CH2:20][CH2:19][C@@H:18]([NH:22][C:23](=[O:29])[O:24][C:25]([CH3:27])([CH3:26])[CH3:28])[CH2:17]2)=[C:15]2[C:7]([NH:6][C:1](=[O:4])[CH2:2][CH3:3])=[CH:8][NH:9][C:10]2=[N:11][CH:12]=1. The yield is 0.528. (2) The reactants are CO[C:3](=[O:12])[CH2:4][C@H:5]1[CH2:9][CH2:8][C@H:7]([O:10][CH3:11])[CH2:6]1.O([Si](C)(C)C)[K].Cl.Cl.Cl.[S:22]1[C:26]2=[C:27]([N:31]3[CH2:36][CH2:35][N:34]([CH2:37][CH2:38][C@H:39]4[CH2:44][CH2:43][C@H:42]([NH2:45])[CH2:41][CH2:40]4)[CH2:33][CH2:32]3)[N:28]=[CH:29][CH:30]=[C:25]2[CH:24]=[CH:23]1.CCN(C(C)C)C(C)C.CN(C(ON1N=NC2C=CC=CC1=2)=[N+](C)C)C.[B-](F)(F)(F)F.C([O-])(O)=O.[Na+]. The catalyst is C(Cl)Cl. The product is [CH3:11][O:10][C@H:7]1[CH2:8][CH2:9][C@H:5]([CH2:4][C:3]([NH:45][C@H:42]2[CH2:43][CH2:44][C@H:39]([CH2:38][CH2:37][N:34]3[CH2:35][CH2:36][N:31]([C:27]4[N:28]=[CH:29][CH:30]=[C:25]5[CH:24]=[CH:23][S:22][C:26]=45)[CH2:32][CH2:33]3)[CH2:40][CH2:41]2)=[O:12])[CH2:6]1. The yield is 0.680. (3) The reactants are [F:1][C:2]1([F:31])[O:6][C:5]2[CH:7]=[CH:8][C:9]([C:11]3([C:14]([NH:16][C:17]4[CH:22]=[CH:21][C:20]([CH3:23])=[C:19]([C:24]5[CH:29]=[CH:28][C:27](=[O:30])[NH:26][CH:25]=5)[N:18]=4)=[O:15])[CH2:13][CH2:12]3)=[CH:10][C:4]=2[O:3]1.Br[CH2:33][CH2:34][NH:35]C(=O)OCCCC.C(=O)([O-])[O-].[K+].[K+]. The catalyst is CN(C)C=O. The product is [NH2:35][CH2:34][CH2:33][N:26]1[C:27](=[O:30])[CH:28]=[CH:29][C:24]([C:19]2[N:18]=[C:17]([NH:16][C:14]([C:11]3([C:9]4[CH:8]=[CH:7][C:5]5[O:6][C:2]([F:1])([F:31])[O:3][C:4]=5[CH:10]=4)[CH2:13][CH2:12]3)=[O:15])[CH:22]=[CH:21][C:20]=2[CH3:23])=[CH:25]1. The yield is 0.170. (4) The reactants are [NH2:1][C:2]1[C:3]([C:9]([O:11]C)=[O:10])=[N:4][C:5]([Br:8])=[CH:6][N:7]=1.[OH-].[Li+].Cl. The catalyst is CO.O. The product is [NH2:1][C:2]1[C:3]([C:9]([OH:11])=[O:10])=[N:4][C:5]([Br:8])=[CH:6][N:7]=1. The yield is 0.780. (5) The catalyst is CN(C=O)C. The reactants are [Cl:1][C:2]1[CH:7]=[CH:6][C:5]([C:8]2[S:9][CH:10]=[CH:11][C:12]=2[CH2:13][C:14]([OH:16])=O)=[CH:4][CH:3]=1.Cl.[CH2:18]([NH2:20])[CH3:19].C1CN([P+](ON2N=NC3C=CC=CC2=3)(N2CCCC2)N2CCCC2)CC1.F[P-](F)(F)(F)(F)F.C(N(CC)CC)C. The product is [Cl:1][C:2]1[CH:3]=[CH:4][C:5]([C:8]2[S:9][CH:10]=[CH:11][C:12]=2[CH2:13][C:14]([NH:20][CH2:18][CH3:19])=[O:16])=[CH:6][CH:7]=1. The yield is 0.790. (6) The reactants are [Br:1][CH2:2][CH2:3][N:4]([CH2:26][CH2:27][Br:28])[C:5]1[C:6]([S:21]([CH2:24][CH3:25])(=[O:23])=[O:22])=[CH:7][C:8]([N+:18]([O-:20])=[O:19])=[C:9]([CH:17]=1)[C:10]([N:12]([CH2:14][CH2:15][OH:16])[CH3:13])=[O:11].N1C=NN=N1.[C:34]([O:38][P:39](N(C(C)C)C(C)C)[O:40][C:41]([CH3:44])([CH3:43])[CH3:42])([CH3:37])([CH3:36])[CH3:35].C1C=C(Cl)C=C(C(OO)=[O:60])C=1. The catalyst is CN(C=O)C.CC#N.C(Cl)Cl. The product is [P:39]([O:38][C:34]([CH3:35])([CH3:36])[CH3:37])([O:40][C:41]([CH3:42])([CH3:43])[CH3:44])([O:16][CH2:15][CH2:14][N:12]([CH3:13])[C:10](=[O:11])[C:9]1[CH:17]=[C:5]([N:4]([CH2:3][CH2:2][Br:1])[CH2:26][CH2:27][Br:28])[C:6]([S:21]([CH2:24][CH3:25])(=[O:23])=[O:22])=[CH:7][C:8]=1[N+:18]([O-:20])=[O:19])=[O:60]. The yield is 0.890.